This data is from Catalyst prediction with 721,799 reactions and 888 catalyst types from USPTO. The task is: Predict which catalyst facilitates the given reaction. (1) Reactant: [CH2:1](O)[CH:2]=[CH2:3].O[O:6][S:7]([O-:9])=O.[K+].[CH3:11][C:12]([CH3:14])=O. Product: [CH2:1]([S:7]([CH2:14][CH:12]=[CH2:11])(=[O:9])=[O:6])[CH:2]=[CH2:3]. The catalyst class is: 6. (2) Reactant: [C:1]([O:5][C:6]([NH:8][C@@H:9]([CH2:13][CH2:14][C:15]1[CH:20]=[CH:19][CH:18]=[CH:17][CH:16]=1)[C:10]([OH:12])=[O:11])=[O:7])([CH3:4])([CH3:3])[CH3:2].C(N(CC)CC)C.ClC(O[CH2:32][C:33]1[CH:38]=[CH:37][CH:36]=[CH:35][CH:34]=1)=O. Product: [CH2:32]([O:11][C:10](=[O:12])[C@@H:9]([NH:8][C:6]([O:5][C:1]([CH3:4])([CH3:2])[CH3:3])=[O:7])[CH2:13][CH2:14][C:15]1[CH:16]=[CH:17][CH:18]=[CH:19][CH:20]=1)[C:33]1[CH:38]=[CH:37][CH:36]=[CH:35][CH:34]=1. The catalyst class is: 154. (3) Reactant: [C:1]([N:4]1[CH2:9][CH2:8][CH:7]([NH:10][C:11]([N:13]2[CH2:18][CH2:17][C@@H:16]([N:19]([C:21]([C:23]3[CH:28]=[CH:27][C:26]([Cl:29])=[CH:25][CH:24]=3)=[O:22])[CH3:20])[C@H:15]([C:30]3[CH:35]=[CH:34][C:33]([Cl:36])=[C:32]([Cl:37])[CH:31]=3)[CH2:14]2)=[O:12])[CH2:6][CH2:5]1)(=[O:3])[CH3:2].[CH3:38]C(C)([O-])C.[Na+].CI.O. Product: [C:1]([N:4]1[CH2:5][CH2:6][CH:7]([N:10]([CH3:38])[C:11]([N:13]2[CH2:18][CH2:17][C@@H:16]([N:19]([C:21]([C:23]3[CH:28]=[CH:27][C:26]([Cl:29])=[CH:25][CH:24]=3)=[O:22])[CH3:20])[C@H:15]([C:30]3[CH:35]=[CH:34][C:33]([Cl:36])=[C:32]([Cl:37])[CH:31]=3)[CH2:14]2)=[O:12])[CH2:8][CH2:9]1)(=[O:3])[CH3:2]. The catalyst class is: 3. (4) Reactant: [F:1][C:2]1[CH:3]=[C:4]2[C:9](=[C:10]([F:12])[CH:11]=1)[CH2:8][CH:7]([NH:13][CH:14]([CH2:18][CH2:19][CH3:20])[C:15]([OH:17])=O)[CH2:6][CH2:5]2.[B-](F)(F)(F)F.CN(C(ON1C(=O)C=CC=C1)=[N+](C)C)C.C(N(C(C)C)CC)(C)C.[CH3:50][C:51]([CH3:65])([CH3:64])[CH2:52][NH:53][CH2:54][C:55]([N:58]1[CH:62]=[C:61]([NH2:63])[N:60]=[CH:59]1)([CH3:57])[CH3:56]. Product: [CH3:50][C:51]([CH3:65])([CH3:64])[CH2:52][NH:53][CH2:54][C:55]([N:58]1[CH:62]=[C:61]([NH:63][C:15](=[O:17])[CH:14]([NH:13][CH:7]2[CH2:6][CH2:5][C:4]3[C:9](=[C:10]([F:12])[CH:11]=[C:2]([F:1])[CH:3]=3)[CH2:8]2)[CH2:18][CH2:19][CH3:20])[N:60]=[CH:59]1)([CH3:56])[CH3:57]. The catalyst class is: 85. (5) Reactant: P(Cl)(Cl)([Cl:3])=O.[F:6][C:7]([F:20])([F:19])[C:8]1[CH:9]=[C:10]2[C:15](=[CH:16][CH:17]=1)[NH:14][C:13](=O)[CH:12]=[N:11]2.C(N(C(C)C)C(C)C)C. Product: [Cl:3][C:13]1[CH:12]=[N:11][C:10]2[C:15](=[CH:16][CH:17]=[C:8]([C:7]([F:20])([F:19])[F:6])[CH:9]=2)[N:14]=1. The catalyst class is: 11.